Predict which catalyst facilitates the given reaction. From a dataset of Catalyst prediction with 721,799 reactions and 888 catalyst types from USPTO. (1) Reactant: [NH2:1][C@@H:2]1[CH2:7][CH2:6][C@H:5]([CH2:8][OH:9])[CH2:4][CH2:3]1.C(N(CC)CC)C.[F:17][C:18]1[CH:19]=[N:20][C:21]([O:27][C:28]2[CH:33]=[CH:32][CH:31]=[C:30]([S:34][CH3:35])[CH:29]=2)=[C:22]([CH:26]=1)[C:23](O)=[O:24].Cl.CN(C)CCCN=C=NCC.ON1C2C=CC=CC=2N=N1. Product: [F:17][C:18]1[CH:19]=[N:20][C:21]([O:27][C:28]2[CH:33]=[CH:32][CH:31]=[C:30]([S:34][CH3:35])[CH:29]=2)=[C:22]([CH:26]=1)[C:23]([NH:1][C@H:2]1[CH2:7][CH2:6][C@@H:5]([CH2:8][OH:9])[CH2:4][CH2:3]1)=[O:24]. The catalyst class is: 9. (2) Reactant: [N-:1]=[N+:2]=[N-:3].[Na+].Cl.C(N(CC)CC)C.[C:13]([C:15]1[CH:16]=[C:17]([CH:22]=[C:23]([O:25][CH2:26][C:27]2[CH:32]=[CH:31][CH:30]=[CH:29][CH:28]=2)[CH:24]=1)[C:18]([O:20][CH3:21])=[O:19])#[N:14].Cl. Product: [CH2:26]([O:25][C:23]1[CH:22]=[C:17]([CH:16]=[C:15]([C:13]2[NH:14][N:3]=[N:2][N:1]=2)[CH:24]=1)[C:18]([O:20][CH3:21])=[O:19])[C:27]1[CH:28]=[CH:29][CH:30]=[CH:31][CH:32]=1. The catalyst class is: 3. (3) Reactant: [Cl:1][C:2]1[CH:3]=[CH:4][C:5]([O:25][CH:26]([F:28])[F:27])=[C:6]([C:8]2[C:12]([NH:13][C:14]([C:16]3[CH:17]=[N:18][N:19]4[CH:24]=[CH:23][CH:22]=[N:21][C:20]=34)=[O:15])=[CH:11][NH:10][N:9]=2)[CH:7]=1.C([O-])([O-])=O.[Cs+].[Cs+].Cl[CH2:36][C@@H:37]([N:39]([CH2:41][C:42]1[CH:47]=[CH:46][C:45]([O:48][CH3:49])=[CH:44][CH:43]=1)[CH3:40])[CH3:38]. Product: [Cl:1][C:2]1[CH:3]=[CH:4][C:5]([O:25][CH:26]([F:28])[F:27])=[C:6]([C:8]2[C:12]([NH:13][C:14]([C:16]3[CH:17]=[N:18][N:19]4[CH:24]=[CH:23][CH:22]=[N:21][C:20]=34)=[O:15])=[CH:11][N:10]([CH2:38][C@@H:37]([N:39]([CH2:41][C:42]3[CH:43]=[CH:44][C:45]([O:48][CH3:49])=[CH:46][CH:47]=3)[CH3:40])[CH3:36])[N:9]=2)[CH:7]=1.[Cl:1][C:2]1[CH:3]=[CH:4][C:5]([O:25][CH:26]([F:28])[F:27])=[C:6]([C:8]2[N:9]([CH2:38][C@@H:37]([N:39]([CH2:41][C:42]3[CH:43]=[CH:44][C:45]([O:48][CH3:49])=[CH:46][CH:47]=3)[CH3:40])[CH3:36])[N:10]=[CH:11][C:12]=2[NH:13][C:14]([C:16]2[CH:17]=[N:18][N:19]3[CH:24]=[CH:23][CH:22]=[N:21][C:20]=23)=[O:15])[CH:7]=1. The catalyst class is: 3. (4) Reactant: C1(P(C2C=CC=CC=2)C2C=CC=CC=2)C=CC=CC=1.[Br:20][C:21]([Br:24])(Br)Br.C(N(CC)CC)C.[C:32]([O:36][C:37](=[O:48])[N:38]([C@H:40]1[CH2:45][CH2:44][C@H:43]([CH:46]=O)[CH2:42][CH2:41]1)[CH3:39])([CH3:35])([CH3:34])[CH3:33]. Product: [C:32]([O:36][C:37](=[O:48])[N:38]([C@H:40]1[CH2:45][CH2:44][C@H:43]([CH:46]=[C:21]([Br:24])[Br:20])[CH2:42][CH2:41]1)[CH3:39])([CH3:35])([CH3:33])[CH3:34]. The catalyst class is: 2. (5) Reactant: [CH2:1]([C:3]1([OH:22])[CH2:10][CH:9]2[CH:5]([CH2:6][CH:7]([NH:11][CH2:12][C:13]([N:15]3[CH2:19][CH2:18][CH2:17][CH:16]3[C:20]#[N:21])=[O:14])[CH2:8]2)[CH2:4]1)[CH3:2].C(=O)([O-])[O-].[K+].[K+].[C:29](O[C:29]([O:31][C:32]([CH3:35])([CH3:34])[CH3:33])=[O:30])([O:31][C:32]([CH3:35])([CH3:34])[CH3:33])=[O:30].O. Product: [C:32]([O:31][C:29](=[O:30])[N:11]([CH2:12][C:13]([N:15]1[CH2:19][CH2:18][CH2:17][CH:16]1[C:20]#[N:21])=[O:14])[CH:7]1[CH2:8][CH:9]2[CH:5]([CH2:4][C:3]([CH2:1][CH3:2])([OH:22])[CH2:10]2)[CH2:6]1)([CH3:35])([CH3:34])[CH3:33]. The catalyst class is: 4. (6) Reactant: Cl.[NH:2]1[C:6]([CH2:7][OH:8])=[CH:5][N:4]=[CH:3]1.C(N(CC)CC)C.[C:16]1([C:22](Cl)([C:29]2[CH:34]=[CH:33][CH:32]=[CH:31][CH:30]=2)[C:23]2[CH:28]=[CH:27][CH:26]=[CH:25][CH:24]=2)[CH:21]=[CH:20][CH:19]=[CH:18][CH:17]=1. Product: [C:22]([N:4]1[CH:5]=[C:6]([CH2:7][OH:8])[N:2]=[CH:3]1)([C:16]1[CH:21]=[CH:20][CH:19]=[CH:18][CH:17]=1)([C:29]1[CH:30]=[CH:31][CH:32]=[CH:33][CH:34]=1)[C:23]1[CH:24]=[CH:25][CH:26]=[CH:27][CH:28]=1. The catalyst class is: 3. (7) Reactant: [H-].[Na+].Cl[C:4]1[C:5]([CH3:14])=[CH:6][C:7]2[N:8]([C:10]([NH2:13])=[N:11][N:12]=2)[N:9]=1.[CH3:15][CH2:16][CH:17]([OH:20])[CH2:18][CH3:19]. Product: [CH2:16]([CH:17]([O:20][C:4]1[C:5]([CH3:14])=[CH:6][C:7]2[N:8]([C:10]([NH2:13])=[N:11][N:12]=2)[N:9]=1)[CH2:18][CH3:19])[CH3:15]. The catalyst class is: 3. (8) Reactant: Cl[C:2]([O:4][CH2:5][CH2:6][Cl:7])=[O:3].[CH2:8]([OH:16])[CH2:9][CH2:10][CH2:11][CH2:12][CH2:13][CH2:14][CH3:15].N1C=CC=CC=1. Product: [CH2:8]([O:16][C:2]([O:4][CH2:5][CH2:6][Cl:7])=[O:3])[CH2:9][CH2:10][CH2:11][CH2:12][CH2:13][CH2:14][CH3:15]. The catalyst class is: 4. (9) Reactant: [OH-].[Na+].[Cl:3][C:4]1[CH:5]=[C:6]([CH:24]=[CH:25][C:26]=1[NH:27][C:28]([NH:30][CH3:31])=[O:29])[O:7][C:8]1[C:17]2[C:12](=[CH:13][C:14]([O:22][CH3:23])=[C:15]([C:18]([O:20]C)=[O:19])[CH:16]=2)[N:11]=[CH:10][CH:9]=1.Cl. Product: [Cl:3][C:4]1[CH:5]=[C:6]([CH:24]=[CH:25][C:26]=1[NH:27][C:28]([NH:30][CH3:31])=[O:29])[O:7][C:8]1[C:17]2[C:12](=[CH:13][C:14]([O:22][CH3:23])=[C:15]([C:18]([OH:20])=[O:19])[CH:16]=2)[N:11]=[CH:10][CH:9]=1. The catalyst class is: 5.